This data is from Catalyst prediction with 721,799 reactions and 888 catalyst types from USPTO. The task is: Predict which catalyst facilitates the given reaction. The catalyst class is: 18. Reactant: CN(C(ON1N=NC2C=CC=NC1=2)=[N+](C)C)C.F[P-](F)(F)(F)(F)F.Cl.[C:26]([C:30]1[CH:31]=[C:32]([NH:71][S:72]([CH3:75])(=[O:74])=[O:73])[C:33]([O:69][CH3:70])=[C:34]([NH:36][C:37](=[O:68])[NH:38][C:39]2[C:48]3[C:43](=[CH:44][CH:45]=[CH:46][CH:47]=3)[C:42]([O:49][C:50]3[CH:55]=[CH:54][N:53]=[C:52]([NH:56][C:57]4[CH:65]=[CH:64][C:60]([C:61](O)=[O:62])=[C:59]([O:66][CH3:67])[CH:58]=4)[CH:51]=3)=[CH:41][CH:40]=2)[CH:35]=1)([CH3:29])([CH3:28])[CH3:27].[NH2:76][CH2:77][CH2:78][O:79][CH2:80][CH2:81][O:82][CH2:83][CH2:84][OH:85].CCN(C(C)C)C(C)C. Product: [C:26]([C:30]1[CH:31]=[C:32]([NH:71][S:72]([CH3:75])(=[O:73])=[O:74])[C:33]([O:69][CH3:70])=[C:34]([NH:36][C:37]([NH:38][C:39]2[C:48]3[C:43](=[CH:44][CH:45]=[CH:46][CH:47]=3)[C:42]([O:49][C:50]3[CH:55]=[CH:54][N:53]=[C:52]([NH:56][C:57]4[CH:65]=[CH:64][C:60]([C:61]([NH:76][CH2:77][CH2:78][O:79][CH2:80][CH2:81][O:82][CH2:83][CH2:84][OH:85])=[O:62])=[C:59]([O:66][CH3:67])[CH:58]=4)[CH:51]=3)=[CH:41][CH:40]=2)=[O:68])[CH:35]=1)([CH3:29])([CH3:28])[CH3:27].